From a dataset of Retrosynthesis with 50K atom-mapped reactions and 10 reaction types from USPTO. Predict the reactants needed to synthesize the given product. (1) Given the product COC(=O)c1ccc(OC2CCCC2)c2oc(CBr)cc12, predict the reactants needed to synthesize it. The reactants are: COC(=O)c1ccc(OC2CCCC2)c2oc(C)cc12.O=C1CCC(=O)N1Br. (2) Given the product CN(CCF)[C@H]1CC[C@H](CNc2nc(N3CCOCC3)cc(-n3c(C(F)F)nc4ccccc43)n2)CC1, predict the reactants needed to synthesize it. The reactants are: CN[C@H]1CC[C@H](CNc2nc(N3CCOCC3)cc(-n3c(C(F)F)nc4ccccc43)n2)CC1.FCCBr. (3) The reactants are: CC(C)(C)c1ccc(NC(=O)c2ccc(Br)cn2)cc1.OB(O)c1ccccc1Cl. Given the product CC(C)(C)c1ccc(NC(=O)c2ccc(-c3ccccc3Cl)cn2)cc1, predict the reactants needed to synthesize it. (4) Given the product O=C(O)C(F)(F)F, predict the reactants needed to synthesize it. The reactants are: CCOc1nc(-c2ccc(C[C@H](CC(=O)N3CCC[C@@H](c4nc5ccccc5n4CCCOC)C3)NC(=O)OC(C)(C)C)cc2)cs1.